This data is from NCI-60 drug combinations with 297,098 pairs across 59 cell lines. The task is: Regression. Given two drug SMILES strings and cell line genomic features, predict the synergy score measuring deviation from expected non-interaction effect. (1) Drug 1: CN1CCC(CC1)COC2=C(C=C3C(=C2)N=CN=C3NC4=C(C=C(C=C4)Br)F)OC. Drug 2: CCCCCOC(=O)NC1=NC(=O)N(C=C1F)C2C(C(C(O2)C)O)O. Cell line: SNB-19. Synergy scores: CSS=1.86, Synergy_ZIP=-0.384, Synergy_Bliss=2.23, Synergy_Loewe=-1.17, Synergy_HSA=2.21. (2) Drug 1: C1CC(C1)(C(=O)O)C(=O)O.[NH2-].[NH2-].[Pt+2]. Drug 2: CCC1(C2=C(COC1=O)C(=O)N3CC4=CC5=C(C=CC(=C5CN(C)C)O)N=C4C3=C2)O.Cl. Cell line: U251. Synergy scores: CSS=51.8, Synergy_ZIP=-2.40, Synergy_Bliss=-3.07, Synergy_Loewe=-8.63, Synergy_HSA=3.24. (3) Drug 1: CC(C1=C(C=CC(=C1Cl)F)Cl)OC2=C(N=CC(=C2)C3=CN(N=C3)C4CCNCC4)N. Drug 2: CC1=C2C(C(=O)C3(C(CC4C(C3C(C(C2(C)C)(CC1OC(=O)C(C(C5=CC=CC=C5)NC(=O)OC(C)(C)C)O)O)OC(=O)C6=CC=CC=C6)(CO4)OC(=O)C)OC)C)OC. Cell line: RXF 393. Synergy scores: CSS=25.1, Synergy_ZIP=-7.99, Synergy_Bliss=-7.88, Synergy_Loewe=-30.5, Synergy_HSA=-6.88. (4) Drug 2: CCCS(=O)(=O)NC1=C(C(=C(C=C1)F)C(=O)C2=CNC3=C2C=C(C=N3)C4=CC=C(C=C4)Cl)F. Synergy scores: CSS=14.5, Synergy_ZIP=0.0704, Synergy_Bliss=2.60, Synergy_Loewe=-7.58, Synergy_HSA=0.912. Drug 1: CC1OCC2C(O1)C(C(C(O2)OC3C4COC(=O)C4C(C5=CC6=C(C=C35)OCO6)C7=CC(=C(C(=C7)OC)O)OC)O)O. Cell line: EKVX. (5) Drug 1: CC1=C2C(C(=O)C3(C(CC4C(C3C(C(C2(C)C)(CC1OC(=O)C(C(C5=CC=CC=C5)NC(=O)OC(C)(C)C)O)O)OC(=O)C6=CC=CC=C6)(CO4)OC(=O)C)OC)C)OC. Drug 2: C1=CC(=CC=C1CCC2=CNC3=C2C(=O)NC(=N3)N)C(=O)NC(CCC(=O)O)C(=O)O. Synergy scores: CSS=63.0, Synergy_ZIP=6.73, Synergy_Bliss=5.09, Synergy_Loewe=-4.27, Synergy_HSA=8.25. Cell line: DU-145. (6) Drug 1: C1C(C(OC1N2C=C(C(=O)NC2=O)F)CO)O. Drug 2: CCN(CC)CCCC(C)NC1=C2C=C(C=CC2=NC3=C1C=CC(=C3)Cl)OC. Cell line: NCI-H322M. Synergy scores: CSS=12.9, Synergy_ZIP=-3.21, Synergy_Bliss=3.61, Synergy_Loewe=1.68, Synergy_HSA=2.24. (7) Drug 1: C1=NC2=C(N1)C(=S)N=C(N2)N. Drug 2: C1=CC=C(C=C1)NC(=O)CCCCCCC(=O)NO. Cell line: SK-MEL-5. Synergy scores: CSS=47.3, Synergy_ZIP=-4.15, Synergy_Bliss=-0.996, Synergy_Loewe=-1.44, Synergy_HSA=-0.226.